From a dataset of Retrosynthesis with 50K atom-mapped reactions and 10 reaction types from USPTO. Predict the reactants needed to synthesize the given product. (1) Given the product O=CNc1cccc2ccc(O)cc12, predict the reactants needed to synthesize it. The reactants are: Nc1cccc2ccc(O)cc12.O=CO. (2) Given the product COC(=O)c1cc2c(o1)CN(C(=O)c1ccc(C(=O)c3ccccc3)cc1)CC2, predict the reactants needed to synthesize it. The reactants are: COC(=O)c1cc2c(o1)CNCC2.O=C(O)c1ccc(C(=O)c2ccccc2)cc1. (3) Given the product Nc1nc(N2CCCC2)ccc1[N+](=O)[O-], predict the reactants needed to synthesize it. The reactants are: C1CCNC1.Nc1nc(Cl)ccc1[N+](=O)[O-]. (4) The reactants are: CCOC(=O)CN1CCN(Cc2cc(OC)c(OC)c(OC)c2)CC1.NN. Given the product COc1cc(CN2CCN(CC(=O)NN)CC2)cc(OC)c1OC, predict the reactants needed to synthesize it. (5) Given the product CN(C)c1ccc(CN2CCC(C3c4ccccc4C=Cc4ccccc43)CC2)cc1, predict the reactants needed to synthesize it. The reactants are: C1=Cc2ccccc2C(C2CCNCC2)c2ccccc21.CN(C)c1ccc(C=O)cc1. (6) The reactants are: CCOC(=O)c1cc(C)n(Cc2cc(Cl)cc3cc(C(C)C)oc23)n1. Given the product Cc1cc(C(=O)O)nn1Cc1cc(Cl)cc2cc(C(C)C)oc12, predict the reactants needed to synthesize it. (7) Given the product N=C(NS(=O)(=O)c1ccc(F)c(Cl)c1)c1ccc(F)c(Cl)c1, predict the reactants needed to synthesize it. The reactants are: N=C(N)c1ccc(F)c(Cl)c1.O=S(=O)(Cl)c1ccc(F)c(Cl)c1. (8) Given the product Cc1cc2nc(CC[C@H](NC(=O)OC(C)(C)C)C(=O)OCc3ccccc3)n(-c3cccc([N+](=O)[O-])c3)c2cc1C, predict the reactants needed to synthesize it. The reactants are: Cc1cc2nc(CC[C@H](NC(=O)OC(C)(C)C)C(=O)OCc3ccccc3)[nH]c2cc1C.O=[N+]([O-])c1cccc(B(O)O)c1.